Dataset: Forward reaction prediction with 1.9M reactions from USPTO patents (1976-2016). Task: Predict the product of the given reaction. (1) The product is: [Cl:1][C:2]1[CH:22]=[N:21][C:5]2[N:6]=[C:7]([N:12]3[CH2:13][CH:14]([CH3:20])[N:15]([CH3:19])[CH:16]([CH3:18])[CH2:17]3)[C:8]3[N:9]([CH:23]=[N:11][N:10]=3)[C:4]=2[CH:3]=1. Given the reactants [Cl:1][C:2]1[CH:22]=[N:21][C:5]2=[N:6][C:7]([N:12]3[CH2:17][CH:16]([CH3:18])[N:15]([CH3:19])[CH:14]([CH3:20])[CH2:13]3)=[C:8]([NH:10][NH2:11])[N:9]=[C:4]2[CH:3]=1.[CH:23](OC)(OC)OC, predict the reaction product. (2) Given the reactants [CH3:1][O:2][C:3]([C:5]1[C:13]2[C:8](=[CH:9][C:10](Cl)=[CH:11][CH:12]=2)[NH:7][N:6]=1)=[O:4].[O-:15]P([O-])([O-])=O.[K+].[K+].[K+].[CH:23]1(P([CH:25]2[CH2:26][CH2:27]C[CH2:23][CH2:24]2)C2C=CC=CC=2C2C=CC=CC=2)C[CH2:27][CH2:26][CH2:25][CH2:24]1.[C:48]([O:57][CH3:58])(=[O:56])[C:49]1[C:50](=[CH:52][CH:53]=[CH:54][CH:55]=1)[NH2:51], predict the reaction product. The product is: [CH3:1][O:2][C:3]([C:5]1[C:13]2[C:8](=[CH:9][C:10]([NH:51][C:50]3[CH:52]=[CH:53][CH:54]=[CH:55][C:49]=3[C:48]([O:57][CH3:58])=[O:56])=[CH:11][CH:12]=2)[N:7]([CH:27]2[CH2:26][CH2:25][CH2:24][CH2:23][O:15]2)[N:6]=1)=[O:4]. (3) Given the reactants [CH3:1][NH:2][C:3]([C:5]1[CH:10]=[C:9]([O:11][C:12]2[CH:22]=[CH:21][C:15]3[N:16]=[C:17]([NH2:20])[N:18]=[N:19][C:14]=3[CH:13]=2)[CH:8]=[CH:7][N:6]=1)=[O:4].C([O:27][K])(C)(C)C.[F:29][C:30]([F:41])([F:40])[C:31]1[CH:32]=[C:33]([CH:37]=[CH:38][CH:39]=1)[C:34](Cl)=[O:35].CN(C)[CH:44]=[O:45], predict the reaction product. The product is: [F:29][C:30]([F:41])([F:40])[C:44]([OH:45])=[O:27].[CH3:1][NH:2][C:3]([C:5]1[CH:10]=[C:9]([O:11][C:12]2[CH:22]=[CH:21][C:15]3[N:16]=[C:17]([NH:20][C:34](=[O:35])[C:33]4[CH:37]=[CH:38][CH:39]=[C:31]([C:30]([F:29])([F:40])[F:41])[CH:32]=4)[N:18]=[N:19][C:14]=3[CH:13]=2)[CH:8]=[CH:7][N:6]=1)=[O:4].